Dataset: Reaction yield outcomes from USPTO patents with 853,638 reactions. Task: Predict the reaction yield, written as a fraction of the theoretical maximum amount of product (1.0 means a 100% yield; for example, 0.34 means a 34% yield). (1) The reactants are C[O:2][C:3]([C:5]1[C:14]2[C:9](=[C:10]([NH:15][S:16]([C:19]3[CH:24]=[CH:23][CH:22]=[CH:21][CH:20]=3)(=[O:18])=[O:17])[CH:11]=[CH:12][CH:13]=2)[N:8]=[CH:7][CH:6]=1)=O.[CH3:25][NH2:26]. No catalyst specified. The product is [CH3:25][NH:26][C:3]([C:5]1[C:14]2[C:9](=[C:10]([NH:15][S:16]([C:19]3[CH:20]=[CH:21][CH:22]=[CH:23][CH:24]=3)(=[O:18])=[O:17])[CH:11]=[CH:12][CH:13]=2)[N:8]=[CH:7][CH:6]=1)=[O:2]. The yield is 0.500. (2) The reactants are [NH2:1][C:2]1[NH:7][C:6](=[O:8])[CH:5]=[C:4]([CH:9]([O:13][CH2:14][CH3:15])[O:10][CH2:11][CH3:12])[N:3]=1.[C:16](OC(=O)C)(=[O:18])[CH3:17].Cl[CH2:24]Cl. The catalyst is CN(C)C1C=CN=CC=1. The product is [CH2:11]([O:10][CH:9]([O:13][CH2:14][CH3:15])[C:4]1[N:3]=[C:2]([NH:1][C:16](=[O:18])[CH3:17])[N:7]([CH3:24])[C:6](=[O:8])[CH:5]=1)[CH3:12]. The yield is 0.700. (3) The reactants are [ClH:1].[F:2][C:3]1[CH:4]=[C:5]([CH:20]=[CH:21][C:22]=1[NH:23][C:24](=[O:29])[C:25]([CH3:28])([CH3:27])[CH3:26])[O:6][CH:7]1[CH2:12][CH2:11][N:10](C(OC(C)(C)C)=O)[CH2:9][CH2:8]1. The catalyst is CO. The product is [ClH:1].[F:2][C:3]1[CH:4]=[C:5]([O:6][CH:7]2[CH2:8][CH2:9][NH:10][CH2:11][CH2:12]2)[CH:20]=[CH:21][C:22]=1[NH:23][C:24](=[O:29])[C:25]([CH3:27])([CH3:26])[CH3:28]. The yield is 1.00. (4) The reactants are [Si]([O:8][CH2:9][C@@H:10]([N:19]1[CH:24]=[CH:23][C:22]([C:25]2[CH:30]=[CH:29][N:28]=[C:27]([NH:31][C:32]3[C:33]([CH3:38])=[N:34][N:35]([CH3:37])[CH:36]=3)[N:26]=2)=[CH:21][C:20]1=[O:39])[C:11]1[CH:16]=[CH:15][C:14]([Cl:17])=[C:13]([F:18])[CH:12]=1)(C(C)(C)C)(C)C.CCCC[N+](CCCC)(CCCC)CCCC.[F-].O. The catalyst is C1COCC1. The product is [Cl:17][C:14]1[CH:15]=[CH:16][C:11]([C@H:10]([N:19]2[CH:24]=[CH:23][C:22]([C:25]3[CH:30]=[CH:29][N:28]=[C:27]([NH:31][C:32]4[C:33]([CH3:38])=[N:34][N:35]([CH3:37])[CH:36]=4)[N:26]=3)=[CH:21][C:20]2=[O:39])[CH2:9][OH:8])=[CH:12][C:13]=1[F:18]. The yield is 0.710. (5) The yield is 0.790. The reactants are [CH3:1][N:2]1[C:6]([C:7](=[N:14][O:15][CH2:16][C:17]2[N:22]=[C:21]([NH2:23])[CH:20]=[CH:19][CH:18]=2)[C:8]2[CH:13]=[CH:12][CH:11]=[CH:10][CH:9]=2)=[N:5][CH:4]=[N:3]1.[C:24](Cl)(=[O:30])[CH2:25][CH2:26][CH2:27][CH2:28][CH3:29]. The catalyst is C(Cl)Cl. The product is [CH3:1][N:2]1[C:6]([C:7](=[N:14][O:15][CH2:16][C:17]2[N:22]=[C:21]([NH:23][C:24](=[O:30])[CH2:25][CH2:26][CH2:27][CH2:28][CH3:29])[CH:20]=[CH:19][CH:18]=2)[C:8]2[CH:9]=[CH:10][CH:11]=[CH:12][CH:13]=2)=[N:5][CH:4]=[N:3]1. (6) The reactants are [C:1]([OH:5])(=O)[CH2:2][OH:3].CN(C(ON1N=NC2C=CC=NC1=2)=[N+](C)C)C.F[P-](F)(F)(F)(F)F.CCN(C(C)C)C(C)C.[NH2:39][CH2:40][CH2:41][NH:42][C:43]1[N:48]=[C:47]([C:49]2[S:53][C:52]([C:54]([CH3:57])([CH3:56])[CH3:55])=[N:51][C:50]=2[C:58]2[C:59]([F:76])=[C:60]([NH:64][S:65]([C:68]3[CH:73]=[C:72]([F:74])[CH:71]=[CH:70][C:69]=3[F:75])(=[O:67])=[O:66])[CH:61]=[CH:62][CH:63]=2)[CH:46]=[CH:45][N:44]=1. The catalyst is CN(C=O)C.CCOC(C)=O. The product is [F:75][C:69]1[CH:70]=[CH:71][C:72]([F:74])=[CH:73][C:68]=1[S:65]([NH:64][C:60]1[C:59]([F:76])=[C:58]([C:50]2[N:51]=[C:52]([C:54]([CH3:56])([CH3:55])[CH3:57])[S:53][C:49]=2[C:47]2[CH:46]=[CH:45][N:44]=[C:43]([NH:42][CH2:41][CH2:40][NH:39][C:1](=[O:5])[CH2:2][OH:3])[N:48]=2)[CH:63]=[CH:62][CH:61]=1)(=[O:67])=[O:66]. The yield is 0.440. (7) The catalyst is C1COCC1.CC#N. The reactants are C[Si]([N-][Si](C)(C)C)(C)C.[Na+].C(OC([N:18]1[C:22]([NH2:23])=[CH:21][C:20]([CH2:24][CH2:25][C:26]2[CH:31]=[C:30]([O:32][CH3:33])[CH:29]=[C:28]([O:34][CH3:35])[CH:27]=2)=[N:19]1)=O)(C)(C)C.[F:36][CH:37]1[CH2:42][CH2:41][CH2:40][N:39]([CH2:43][C:44]2[CH:53]=[CH:52][C:47]([C:48](OC)=[O:49])=[CH:46][CH:45]=2)[CH2:38]1.C(=O)([O-])[O-]. The yield is 0.160. The product is [CH3:33][O:32][C:30]1[CH:31]=[C:26]([CH2:25][CH2:24][C:20]2[NH:19][N:18]=[C:22]([NH:23][C:48](=[O:49])[C:47]3[CH:46]=[CH:45][C:44]([CH2:43][N:39]4[CH2:40][CH2:41][CH2:42][CH:37]([F:36])[CH2:38]4)=[CH:53][CH:52]=3)[CH:21]=2)[CH:27]=[C:28]([O:34][CH3:35])[CH:29]=1. (8) The reactants are [BH4-].[Na+].[CH2:3]([S:5]([N:8]1[CH:12]=[CH:11][CH:10]=[C:9]1[C:13]#[N:14])(=[O:7])=[O:6])[CH3:4].[CH3:15][C:16]([O:19][C:20](O[C:20]([O:19][C:16]([CH3:18])([CH3:17])[CH3:15])=[O:21])=[O:21])([CH3:18])[CH3:17].C(=O)(O)[O-].[Na+]. The product is [CH2:3]([S:5]([N:8]1[CH:12]=[CH:11][CH:10]=[C:9]1[CH2:13][NH:14][C:20](=[O:21])[O:19][C:16]([CH3:18])([CH3:17])[CH3:15])(=[O:6])=[O:7])[CH3:4]. The yield is 0.590. The catalyst is CO.O.O.O.O.O.O.[Ni](Cl)Cl.C(OCC)(=O)C.